Dataset: Catalyst prediction with 721,799 reactions and 888 catalyst types from USPTO. Task: Predict which catalyst facilitates the given reaction. (1) Product: [F:26][C:25]([F:28])([F:27])[S:22]([O:1][C:2]1[C:14]2[C:13]3[C:8](=[CH:9][CH:10]=[CH:11][CH:12]=3)[NH:7][C:6]=2[CH:5]=[CH:4][CH:3]=1)(=[O:24])=[O:23]. The catalyst class is: 4. Reactant: [OH:1][C:2]1[C:14]2[C:13]3[C:8](=[CH:9][CH:10]=[CH:11][CH:12]=3)[NH:7][C:6]=2[CH:5]=[CH:4][CH:3]=1.C1C=CC(N([S:22]([C:25]([F:28])([F:27])[F:26])(=[O:24])=[O:23])[S:22]([C:25]([F:28])([F:27])[F:26])(=[O:24])=[O:23])=CC=1.C(N(CC)CC)C. (2) Reactant: [Cl:1][C:2]1[CH:7]=[CH:6][C:5]([N:8]2[C:13](=[O:14])[CH:12]=[C:11]([C:15]([F:18])([F:17])[F:16])[N:10]([CH3:19])[C:9]2=[O:20])=[CH:4][C:3]=1[CH:21](OC)OC.[OH:26][CH:27]([CH:29]([OH:31])[CH3:30])[CH3:28].C1(C)C=CC(S(O)(=O)=O)=CC=1.O. Product: [Cl:1][C:2]1[CH:7]=[CH:6][C:5]([N:8]2[C:13](=[O:14])[CH:12]=[C:11]([C:15]([F:16])([F:18])[F:17])[N:10]([CH3:19])[C:9]2=[O:20])=[CH:4][C:3]=1[CH:21]1[O:31][CH:29]([CH3:30])[CH:27]([CH3:28])[O:26]1. The catalyst class is: 11. (3) Reactant: C(OP([CH2:9][C:10]([O:12][CH2:13][CH3:14])=[O:11])(OCC)=O)C.[H-].[Na+].[CH3:17][O:18][C:19]1[CH:27]=[CH:26][C:25]2[N:24]3[CH2:28][CH2:29][C:30](=O)[C:23]3=[CH:22][C:21]=2[C:20]=1[CH3:32].[NH4+].[Cl-]. Product: [CH3:17][O:18][C:19]1[CH:27]=[CH:26][C:25]2[N:24]3[CH2:28][CH2:29][C:30](=[CH:9][C:10]([O:12][CH2:13][CH3:14])=[O:11])[C:23]3=[CH:22][C:21]=2[C:20]=1[CH3:32]. The catalyst class is: 3. (4) Reactant: [CH2:1]([O:3][C:4]([C:6]1[C:15](=[O:16])[N:14]2[C:9]([C:10]([CH3:24])=[C:11]([N:18]3[CH2:22][CH2:21][C@H:20]([OH:23])[CH2:19]3)[C:12]([F:17])=[CH:13]2)=[C:8]([CH:25]2[CH2:27][CH2:26]2)[CH:7]=1)=[O:5])[CH3:2].[C:28]([N:35]1[CH:39]=[CH:38][N:37]=[CH:36]1)(N1C=CN=C1)=[O:29].[C:40]([O-])([O-])=O.[K+].[K+].N1CCNCC1. Product: [CH2:1]([O:3][C:4]([C:6]1[C:15](=[O:16])[N:14]2[C:9]([C:10]([CH3:24])=[C:11]([N:18]3[CH2:22][CH2:21][CH:20]([O:23][C:28]([N:35]4[CH2:39][CH2:38][NH:37][CH2:36][CH2:40]4)=[O:29])[CH2:19]3)[C:12]([F:17])=[CH:13]2)=[C:8]([CH:25]2[CH2:26][CH2:27]2)[CH:7]=1)=[O:5])[CH3:2]. The catalyst class is: 410. (5) Reactant: [NH2:1][C:2]1[CH:7]=[CH:6][C:5]([N:8]([CH2:11][CH3:12])[CH2:9][CH3:10])=[CH:4][C:3]=1[C:13]1[CH:14]=[C:15]([CH:30]=[CH:31][N:32]=1)[C:16]([NH:18][CH2:19][C:20]1[CH:25]=[CH:24][CH:23]=[C:22]([C:26]([F:29])([F:28])[F:27])[CH:21]=1)=[O:17].[C:33]([O:37][C:38]([C:40]1[CH:41]=[C:42]([CH:46]=[CH:47][CH:48]=1)[C:43](O)=[O:44])=[O:39])([CH3:36])([CH3:35])[CH3:34].CCN(C(C)C)C(C)C.CN(C(ON1N=NC2C=CC=NC1=2)=[N+](C)C)C.F[P-](F)(F)(F)(F)F. Product: [CH2:9]([N:8]([CH2:11][CH3:12])[C:5]1[CH:6]=[CH:7][C:2]([NH:1][C:43]([C:42]2[CH:41]=[C:40]([CH:48]=[CH:47][CH:46]=2)[C:38]([O:37][C:33]([CH3:35])([CH3:36])[CH3:34])=[O:39])=[O:44])=[C:3]([C:13]2[CH:14]=[C:15]([C:16](=[O:17])[NH:18][CH2:19][C:20]3[CH:25]=[CH:24][CH:23]=[C:22]([C:26]([F:27])([F:28])[F:29])[CH:21]=3)[CH:30]=[CH:31][N:32]=2)[CH:4]=1)[CH3:10]. The catalyst class is: 39. (6) Reactant: [CH3:1][C:2]([CH3:36])([CH3:35])[CH2:3][C:4]1[N:9]=[C:8]([CH2:10][O:11][C:12]2[CH:13]=[CH:14][C:15]([CH3:25])=[C:16]([CH2:18][CH2:19][C:20]([O:22]CC)=[O:21])[CH:17]=2)[CH:7]=[CH:6][C:5]=1[C:26]1[CH:31]=[C:30]([O:32][CH3:33])[CH:29]=[CH:28][C:27]=1[F:34].[OH-].[Na+].Cl. Product: [CH3:1][C:2]([CH3:36])([CH3:35])[CH2:3][C:4]1[N:9]=[C:8]([CH2:10][O:11][C:12]2[CH:13]=[CH:14][C:15]([CH3:25])=[C:16]([CH2:18][CH2:19][C:20]([OH:22])=[O:21])[CH:17]=2)[CH:7]=[CH:6][C:5]=1[C:26]1[CH:31]=[C:30]([O:32][CH3:33])[CH:29]=[CH:28][C:27]=1[F:34]. The catalyst class is: 5. (7) Reactant: Cl.Cl.[CH3:3][O:4][C:5]1[CH:6]=[C:7]([C:11]2([C:23]#[N:24])[CH2:16][CH2:15][N:14]([CH:17]3[CH2:22][CH2:21][NH:20][CH2:19][CH2:18]3)[CH2:13][CH2:12]2)[CH:8]=[CH:9][CH:10]=1.C(N(CC)CC)C.[C:32](Cl)(=[O:34])[CH3:33].O. Product: [C:32]([N:20]1[CH2:21][CH2:22][CH:17]([N:14]2[CH2:13][CH2:12][C:11]([C:7]3[CH:8]=[CH:9][CH:10]=[C:5]([O:4][CH3:3])[CH:6]=3)([C:23]#[N:24])[CH2:16][CH2:15]2)[CH2:18][CH2:19]1)(=[O:34])[CH3:33]. The catalyst class is: 4.